Predict the reaction yield, written as a fraction of the theoretical maximum amount of product (1.0 means a 100% yield; for example, 0.34 means a 34% yield). From a dataset of Reaction yield outcomes from USPTO patents with 853,638 reactions. The reactants are [Br:1][C:2]1[CH:13]=[CH:12][C:11]([F:14])=[CH:10][C:3]=1[C:4](N(OC)C)=[O:5].[CH3:15][Mg]I. The catalyst is C1COCC1. The product is [Br:1][C:2]1[CH:13]=[CH:12][C:11]([F:14])=[CH:10][C:3]=1[C:4](=[O:5])[CH3:15]. The yield is 0.810.